Dataset: Peptide-MHC class II binding affinity with 134,281 pairs from IEDB. Task: Regression. Given a peptide amino acid sequence and an MHC pseudo amino acid sequence, predict their binding affinity value. This is MHC class II binding data. (1) The peptide sequence is ENARVSTRESNAEAI. The MHC is DRB1_0101 with pseudo-sequence DRB1_0101. The binding affinity (normalized) is 0.281. (2) The peptide sequence is TNTFVLKKEVSETQH. The MHC is DRB1_0404 with pseudo-sequence DRB1_0404. The binding affinity (normalized) is 0.215. (3) The peptide sequence is DLVAYGGSWKLEGRW. The MHC is DRB1_0901 with pseudo-sequence DRB1_0901. The binding affinity (normalized) is 0.640. (4) The binding affinity (normalized) is 0.694. The peptide sequence is AIKFDFSTGLIIQGL. The MHC is DRB1_1501 with pseudo-sequence DRB1_1501. (5) The MHC is DRB1_1201 with pseudo-sequence DRB1_1201. The peptide sequence is ALRVIAGALEVHAVK. The binding affinity (normalized) is 0.545. (6) The peptide sequence is LLGLLAPLASAQLSR. The MHC is DRB1_1101 with pseudo-sequence DRB1_1101. The binding affinity (normalized) is 0.502. (7) The peptide sequence is AHGETVSAVAELIGD. The MHC is HLA-DPA10201-DPB11401 with pseudo-sequence HLA-DPA10201-DPB11401. The binding affinity (normalized) is 0. (8) The peptide sequence is ISDFRAAIANYHYDA. The MHC is DRB4_0101 with pseudo-sequence DRB4_0103. The binding affinity (normalized) is 0.667. (9) The peptide sequence is DDEVLIEVNPPFGDS. The MHC is HLA-DQA10303-DQB10402 with pseudo-sequence HLA-DQA10303-DQB10402. The binding affinity (normalized) is 0.